Task: Regression/Classification. Given a drug SMILES string, predict its absorption, distribution, metabolism, or excretion properties. Task type varies by dataset: regression for continuous measurements (e.g., permeability, clearance, half-life) or binary classification for categorical outcomes (e.g., BBB penetration, CYP inhibition). For this dataset (lipophilicity_astrazeneca), we predict Y.. Dataset: Experimental lipophilicity measurements (octanol/water distribution) for 4,200 compounds from AstraZeneca (1) The compound is COc1cc(N2CCN(C(C)=O)CC2)ccc1Nc1ncc(Cl)c(-c2cnc3cc(CO)ccn23)n1. The Y is 3.10 logD. (2) The drug is CN(C)CCCOc1nn(Cc2ccccc2)c2ccccc12. The Y is 2.40 logD.